Dataset: Forward reaction prediction with 1.9M reactions from USPTO patents (1976-2016). Task: Predict the product of the given reaction. (1) Given the reactants [NH2:1][C:2]1[N:10]=[CH:9][CH:8]=[CH:7][C:3]=1[C:4]([OH:6])=O.ON1C2C=CC=CC=2N=N1.CCN=C=NCCCN(C)C.[CH2:32]1[C:40]2[C:35](=[CH:36][C:37]([O:41][C:42]3[CH:43]=[C:44]([CH:47]=[CH:48][CH:49]=3)[CH2:45][NH2:46])=[CH:38][CH:39]=2)[CH2:34][CH2:33]1.C(=O)(O)[O-].[Na+], predict the reaction product. The product is: [CH2:32]1[C:40]2[C:35](=[CH:36][C:37]([O:41][C:42]3[CH:43]=[C:44]([CH2:45][NH:46][C:4](=[O:6])[C:3]4[CH:7]=[CH:8][CH:9]=[N:10][C:2]=4[NH2:1])[CH:47]=[CH:48][CH:49]=3)=[CH:38][CH:39]=2)[CH2:34][CH2:33]1. (2) Given the reactants [CH3:1][O:2][CH2:3][CH2:4][C:5]1[C:10]([CH2:11]O)=[CH:9][N:8]=[C:7]([C:13]2[CH:14]=[N:15][C:16]([C:19]([F:22])([F:21])[F:20])=[CH:17][CH:18]=2)[N:6]=1.S(Cl)([Cl:25])=O, predict the reaction product. The product is: [Cl:25][CH2:11][C:10]1[C:5]([CH2:4][CH2:3][O:2][CH3:1])=[N:6][C:7]([C:13]2[CH:14]=[N:15][C:16]([C:19]([F:22])([F:21])[F:20])=[CH:17][CH:18]=2)=[N:8][CH:9]=1.